Task: Predict which catalyst facilitates the given reaction.. Dataset: Catalyst prediction with 721,799 reactions and 888 catalyst types from USPTO Reactant: CC1(C)[O:7][CH2:6][CH:5]([N:8]2[CH2:14][CH2:13][C:12]3[CH:15]=[CH:16][C:17]([C:19]4[N:23]=[C:22]([C:24]5[CH:25]=[CH:26][C:27]([O:32][CH:33]([CH3:35])[CH3:34])=[C:28]([CH:31]=5)[C:29]#[N:30])[O:21][N:20]=4)=[CH:18][C:11]=3[CH2:10][CH2:9]2)[CH2:4][O:3]1.Cl. Product: [OH:7][CH2:6][CH:5]([N:8]1[CH2:14][CH2:13][C:12]2[CH:15]=[CH:16][C:17]([C:19]3[N:23]=[C:22]([C:24]4[CH:25]=[CH:26][C:27]([O:32][CH:33]([CH3:35])[CH3:34])=[C:28]([CH:31]=4)[C:29]#[N:30])[O:21][N:20]=3)=[CH:18][C:11]=2[CH2:10][CH2:9]1)[CH2:4][OH:3]. The catalyst class is: 1.